This data is from Forward reaction prediction with 1.9M reactions from USPTO patents (1976-2016). The task is: Predict the product of the given reaction. (1) The product is: [OH:11][C:4]1[CH:3]=[CH:2][C:10]([N:12]=[N:29][C:32]2[CH:20]=[CH:21][C:16]([C:22]3[S:26][S:25][C:24](=[S:27])[CH:23]=3)=[CH:17][CH:18]=2)=[CH:9][C:5]=1[C:6]([OH:8])=[O:7]. Given the reactants N[C:2]1[CH:10]=[CH:9][C:5]([C:6]([OH:8])=[O:7])=[C:4]([OH:11])[CH:3]=1.[N:12]([O-])=O.[Na+].[C:16]1([C:22]2[S:26][S:25][C:24](=[S:27])[CH:23]=2)[CH:21]=[CH:20]C=[CH:18][CH:17]=1.C[N:29]([CH3:32])C=O, predict the reaction product. (2) Given the reactants [CH2:1]([O:8][C:9]1[C:14]([F:15])=[CH:13][CH:12]=[CH:11][C:10]=1Cl)[C:2]1[CH:7]=[CH:6][CH:5]=[CH:4][CH:3]=1.[O:17]1CCOCC1.[OH-].[K+], predict the reaction product. The product is: [CH2:1]([O:8][C:9]1[C:14]([F:15])=[CH:13][CH:12]=[CH:11][C:10]=1[OH:17])[C:2]1[CH:7]=[CH:6][CH:5]=[CH:4][CH:3]=1. (3) Given the reactants [H-].[Na+].[N+:3]([C:6]1[CH:14]=[C:13]2[C:9]([C:10]([C:15]3[CH:22]=[CH:21][C:18]([C:19]#[N:20])=[CH:17][CH:16]=3)=[CH:11][NH:12]2)=[CH:8][CH:7]=1)([O-:5])=[O:4].C([N:26]1C2C(=CC=C([N+]([O-])=O)C=2)C(C2C=CC(C#N)=CC=2)=C1)(C)C.S(=O)(O)[O-].[Na+], predict the reaction product. The product is: [NH2:26][N:12]1[C:13]2[C:9](=[CH:8][CH:7]=[C:6]([N+:3]([O-:5])=[O:4])[CH:14]=2)[C:10]([C:15]2[CH:16]=[CH:17][C:18]([C:19]#[N:20])=[CH:21][CH:22]=2)=[CH:11]1. (4) Given the reactants [C:1]([O-:4])(=[O:3])[CH3:2].[K+].[Cl:6][C:7]1[CH:14]=[CH:13][CH:12]=[CH:11][C:8]=1[CH:9]=O.C(OC(=O)C)(=O)C.[OH-].[Na+], predict the reaction product. The product is: [Cl:6][C:7]1[CH:14]=[CH:13][CH:12]=[CH:11][C:8]=1[CH:9]=[CH:2][C:1]([OH:4])=[O:3]. (5) Given the reactants Cl[C:2]1[CH:7]=[CH:6][C:5]([Cl:8])=[CH:4][CH:3]=1.[OH-].[Na+].[C:11](=[N:24][NH2:25])([C:18]1[CH:23]=[CH:22][CH:21]=[CH:20][CH:19]=1)[C:12]1[CH:17]=[CH:16][CH:15]=[CH:14][CH:13]=1, predict the reaction product. The product is: [C:11](=[N:24][NH:25][C:2]1[CH:7]=[CH:6][C:5]([Cl:8])=[CH:4][CH:3]=1)([C:18]1[CH:19]=[CH:20][CH:21]=[CH:22][CH:23]=1)[C:12]1[CH:17]=[CH:16][CH:15]=[CH:14][CH:13]=1. (6) Given the reactants [CH3:1][C:2]1[N:6]([CH2:7][CH:8]2[C:21](=[O:22])[C:12]3[C:13]4[CH:14]=[CH:15][CH:16]=[CH:17][C:18]=4[N:19]([CH3:20])[C:11]=3[CH2:10][CH2:9]2)[CH:5]=[CH:4][N:3]=1.[ClH:23], predict the reaction product. The product is: [CH3:1][C:2]1[N:6]([CH2:7][CH:8]2[C:21](=[O:22])[C:12]3[C:13]4[C:18]([N:19]([CH3:20])[C:11]=3[CH2:10][CH2:9]2)=[CH:17][CH:16]=[CH:15][CH:14]=4)[CH:5]=[CH:4][N:3]=1.[OH2:22].[OH2:22].[ClH:23].